This data is from Full USPTO retrosynthesis dataset with 1.9M reactions from patents (1976-2016). The task is: Predict the reactants needed to synthesize the given product. (1) Given the product [CH:14]([C:17]1[CH:22]=[CH:21][C:20]([CH:23]2[C:27]3[C:28]([CH3:35])=[C:29]([NH:34][C:3](=[O:4])[C:2](=[O:1])[CH2:6][CH3:7])[C:30]([CH3:33])=[C:31]([CH3:32])[C:26]=3[O:25][CH2:24]2)=[CH:19][CH:18]=1)([CH3:16])[CH3:15], predict the reactants needed to synthesize it. The reactants are: [O:1]=[C:2]([CH2:6][CH3:7])[C:3](O)=[O:4].C(Cl)(=O)C(Cl)=O.[CH:14]([C:17]1[CH:22]=[CH:21][C:20]([CH:23]2[C:27]3[C:28]([CH3:35])=[C:29]([NH2:34])[C:30]([CH3:33])=[C:31]([CH3:32])[C:26]=3[O:25][CH2:24]2)=[CH:19][CH:18]=1)([CH3:16])[CH3:15].C(N(CC)CC)C. (2) The reactants are: [Br:1][C:2]1[CH:7]=[CH:6][C:5]([NH:8][C:9](=[O:11])[CH3:10])=[CH:4][C:3]=1[OH:12].Cl.Cl[CH2:15][CH2:16][N:17]1[CH2:22][CH2:21][CH2:20][CH2:19][CH2:18]1. Given the product [Br:1][C:2]1[CH:7]=[CH:6][C:5]([NH:8][C:9](=[O:11])[CH3:10])=[CH:4][C:3]=1[O:12][CH2:15][CH2:16][N:17]1[CH2:22][CH2:21][CH2:20][CH2:19][CH2:18]1, predict the reactants needed to synthesize it. (3) Given the product [F:31][C:27]1[CH:26]=[C:25]([CH:17]([C:18]2[CH:23]=[CH:22][CH:21]=[C:20]([F:24])[CH:19]=2)[C:14]2[S:13][C:12]([C:10]([NH:9][C@@H:5]([CH2:4][CH2:3][CH2:2][NH:1][C:43](=[NH:46])[CH3:44])[C:6]([OH:8])=[O:7])=[O:11])=[CH:16][CH:15]=2)[CH:30]=[CH:29][CH:28]=1.[C:32]([OH:38])([C:34]([F:37])([F:36])[F:35])=[O:33], predict the reactants needed to synthesize it. The reactants are: [NH2:1][CH2:2][CH2:3][CH2:4][C@H:5]([NH:9][C:10]([C:12]1[S:13][C:14]([CH:17]([C:25]2[CH:30]=[CH:29][CH:28]=[C:27]([F:31])[CH:26]=2)[C:18]2[CH:23]=[CH:22][CH:21]=[C:20]([F:24])[CH:19]=2)=[CH:15][CH:16]=1)=[O:11])[C:6]([OH:8])=[O:7].[C:32]([OH:38])([C:34]([F:37])([F:36])[F:35])=[O:33].C(O)C.Cl.[C:43](=[NH:46])(O)[CH3:44]. (4) Given the product [NH2:30][C:26]1[O:15][C:16]2[C:24]([CH:6]([C:5]3[CH:4]=[C:3]([O:2][CH3:1])[C:10]([O:11][CH3:12])=[C:9]([O:13][CH3:14])[CH:8]=3)[C:27]=1[C:28]#[N:29])=[CH:23][CH:22]=[C:21]1[N:20]([CH3:25])[CH:19]=[CH:18][C:17]=21, predict the reactants needed to synthesize it. The reactants are: [CH3:1][O:2][C:3]1[CH:4]=[C:5]([CH:8]=[C:9]([O:13][CH3:14])[C:10]=1[O:11][CH3:12])[CH:6]=O.[OH:15][C:16]1[CH:24]=[CH:23][CH:22]=[C:21]2[C:17]=1[CH:18]=[CH:19][N:20]2[CH3:25].[C:26](#[N:30])[CH2:27][C:28]#[N:29].N1CCCCC1. (5) The reactants are: [F:1][C:2]1[C:7]2[N:8]=[C:9]([C:11]3[CH:12]=[C:13]([CH:17]=[C:18]([C:20]4[C:21]([N:40]([CH3:45])[S:41]([CH3:44])(=[O:43])=[O:42])=[CH:22][C:23]5[O:27][C:26]([C:28]6[CH:33]=[CH:32][C:31]([F:34])=[CH:30][CH:29]=6)=[C:25]([C:35](=[O:38])[NH:36][CH3:37])[C:24]=5[CH:39]=4)[CH:19]=3)[C:14](O)=[O:15])[O:10][C:6]=2[CH:5]=[CH:4][CH:3]=1.CC[N:48]=C=NCCCN(C)C.C1C=CC2N(O)N=NC=2C=1.[NH4+].[Cl-]. Given the product [C:14]([C:13]1[CH:17]=[C:18]([C:20]2[C:21]([N:40]([CH3:45])[S:41]([CH3:44])(=[O:42])=[O:43])=[CH:22][C:23]3[O:27][C:26]([C:28]4[CH:29]=[CH:30][C:31]([F:34])=[CH:32][CH:33]=4)=[C:25]([C:35]([NH:36][CH3:37])=[O:38])[C:24]=3[CH:39]=2)[CH:19]=[C:11]([C:9]2[O:10][C:6]3[CH:5]=[CH:4][CH:3]=[C:2]([F:1])[C:7]=3[N:8]=2)[CH:12]=1)(=[O:15])[NH2:48], predict the reactants needed to synthesize it. (6) Given the product [CH3:44][C:45]1[C:53]2[C:52](=[O:54])[NH:51][C:50]([C:55]([NH:57][CH2:58][C:59]3[CH:60]=[C:61]([CH:71]=[CH:72][CH:73]=3)[O:62][CH2:63][CH2:64][CH2:65][C:66]([OH:68])=[O:67])=[O:56])=[N:49][C:48]=2[S:47][CH:46]=1, predict the reactants needed to synthesize it. The reactants are: O=C1NC(C(NCC2C=CN=C(OCCCC3N=CNN=3)C=2)=O)=NC2SC=C(COCC3C=CC(C(OCC)=O)=CC=3)C1=2.[CH3:44][C:45]1[C:53]2[C:52](=[O:54])[NH:51][C:50]([C:55]([NH:57][CH2:58][C:59]3[CH:60]=[C:61]([CH:71]=[CH:72][CH:73]=3)[O:62][CH2:63][CH2:64][CH2:65][C:66]([O:68]CC)=[O:67])=[O:56])=[N:49][C:48]=2[S:47][CH:46]=1. (7) Given the product [CH3:8][C:7]1[O:6][C:5]([C:9]2[CH:18]=[CH:17][C:12]([C:13]([O:15][CH3:16])=[O:14])=[CH:11][CH:10]=2)=[N:4][C:3]=1[CH2:2][S:26][C:23]1[CH:24]=[CH:25][C:20]([CH3:19])=[CH:21][CH:22]=1, predict the reactants needed to synthesize it. The reactants are: Cl[CH2:2][C:3]1[N:4]=[C:5]([C:9]2[CH:18]=[CH:17][C:12]([C:13]([O:15][CH3:16])=[O:14])=[CH:11][CH:10]=2)[O:6][C:7]=1[CH3:8].[CH3:19][C:20]1[CH:25]=[CH:24][C:23]([SH:26])=[CH:22][CH:21]=1.C(=O)([O-])[O-].[Cs+].[Cs+].